Regression. Given two drug SMILES strings and cell line genomic features, predict the synergy score measuring deviation from expected non-interaction effect. From a dataset of NCI-60 drug combinations with 297,098 pairs across 59 cell lines. (1) Cell line: SW-620. Drug 1: CS(=O)(=O)CCNCC1=CC=C(O1)C2=CC3=C(C=C2)N=CN=C3NC4=CC(=C(C=C4)OCC5=CC(=CC=C5)F)Cl. Synergy scores: CSS=60.2, Synergy_ZIP=3.60, Synergy_Bliss=3.08, Synergy_Loewe=-39.0, Synergy_HSA=1.61. Drug 2: B(C(CC(C)C)NC(=O)C(CC1=CC=CC=C1)NC(=O)C2=NC=CN=C2)(O)O. (2) Drug 1: COC1=C(C=C2C(=C1)N=CN=C2NC3=CC(=C(C=C3)F)Cl)OCCCN4CCOCC4. Drug 2: C1CC(C1)(C(=O)O)C(=O)O.[NH2-].[NH2-].[Pt+2]. Cell line: SF-295. Synergy scores: CSS=25.0, Synergy_ZIP=-1.09, Synergy_Bliss=1.08, Synergy_Loewe=3.76, Synergy_HSA=3.76. (3) Drug 1: CCC1(CC2CC(C3=C(CCN(C2)C1)C4=CC=CC=C4N3)(C5=C(C=C6C(=C5)C78CCN9C7C(C=CC9)(C(C(C8N6C)(C(=O)OC)O)OC(=O)C)CC)OC)C(=O)OC)O.OS(=O)(=O)O. Drug 2: CC=C1C(=O)NC(C(=O)OC2CC(=O)NC(C(=O)NC(CSSCCC=C2)C(=O)N1)C(C)C)C(C)C. Cell line: EKVX. Synergy scores: CSS=12.8, Synergy_ZIP=-1.43, Synergy_Bliss=-0.615, Synergy_Loewe=0.994, Synergy_HSA=1.88.